This data is from Merck oncology drug combination screen with 23,052 pairs across 39 cell lines. The task is: Regression. Given two drug SMILES strings and cell line genomic features, predict the synergy score measuring deviation from expected non-interaction effect. (1) Drug 1: NC(=O)c1cccc2cn(-c3ccc(C4CCCNC4)cc3)nc12. Drug 2: CC(C)CC(NC(=O)C(Cc1ccccc1)NC(=O)c1cnccn1)B(O)O. Cell line: A2780. Synergy scores: synergy=-10.4. (2) Drug 1: NC1CCCCC1N.O=C(O)C(=O)O.[Pt+2]. Drug 2: Cn1cc(-c2cnn3c(N)c(Br)c(C4CCCNC4)nc23)cn1. Cell line: RKO. Synergy scores: synergy=5.42. (3) Cell line: EFM192B. Drug 1: CCC1=CC2CN(C1)Cc1c([nH]c3ccccc13)C(C(=O)OC)(c1cc3c(cc1OC)N(C)C1C(O)(C(=O)OC)C(OC(C)=O)C4(CC)C=CCN5CCC31C54)C2. Drug 2: COC1=C2CC(C)CC(OC)C(O)C(C)C=C(C)C(OC(N)=O)C(OC)C=CC=C(C)C(=O)NC(=CC1=O)C2=O. Synergy scores: synergy=-64.4. (4) Drug 1: CCC1(O)CC2CN(CCc3c([nH]c4ccccc34)C(C(=O)OC)(c3cc4c(cc3OC)N(C)C3C(O)(C(=O)OC)C(OC(C)=O)C5(CC)C=CCN6CCC43C65)C2)C1. Drug 2: CC(C)CC(NC(=O)C(Cc1ccccc1)NC(=O)c1cnccn1)B(O)O. Cell line: SKOV3. Synergy scores: synergy=-1.73. (5) Drug 1: COc1cc(C2c3cc4c(cc3C(OC3OC5COC(C)OC5C(O)C3O)C3COC(=O)C23)OCO4)cc(OC)c1O. Drug 2: CC1(c2nc3c(C(N)=O)cccc3[nH]2)CCCN1. Cell line: UACC62. Synergy scores: synergy=-6.41. (6) Drug 1: CN1C(=O)C=CC2(C)C3CCC4(C)C(NC(=O)OCC(F)(F)F)CCC4C3CCC12. Drug 2: CC1(c2nc3c(C(N)=O)cccc3[nH]2)CCCN1. Cell line: T47D. Synergy scores: synergy=-16.2. (7) Drug 1: O=S1(=O)NC2(CN1CC(F)(F)F)C1CCC2Cc2cc(C=CCN3CCC(C(F)(F)F)CC3)ccc2C1. Drug 2: NC1(c2ccc(-c3nc4ccn5c(=O)[nH]nc5c4cc3-c3ccccc3)cc2)CCC1. Cell line: MSTO. Synergy scores: synergy=8.84. (8) Drug 1: NC(=O)c1cccc2cn(-c3ccc(C4CCCNC4)cc3)nc12. Drug 2: CC(C)CC(NC(=O)C(Cc1ccccc1)NC(=O)c1cnccn1)B(O)O. Cell line: LOVO. Synergy scores: synergy=4.84. (9) Drug 2: CCc1cnn2c(NCc3ccc[n+]([O-])c3)cc(N3CCCCC3CCO)nc12. Synergy scores: synergy=-3.15. Cell line: UWB1289. Drug 1: COc1cc(C2c3cc4c(cc3C(OC3OC5COC(C)OC5C(O)C3O)C3COC(=O)C23)OCO4)cc(OC)c1O. (10) Drug 1: CC1CC2C3CCC4=CC(=O)C=CC4(C)C3(F)C(O)CC2(C)C1(O)C(=O)CO. Drug 2: CCN(CC)CCNC(=O)c1c(C)[nH]c(C=C2C(=O)Nc3ccc(F)cc32)c1C. Cell line: SKMEL30. Synergy scores: synergy=8.35.